From a dataset of Full USPTO retrosynthesis dataset with 1.9M reactions from patents (1976-2016). Predict the reactants needed to synthesize the given product. (1) The reactants are: [Cl:1][C:2]1[N:7]=[CH:6][C:5]([O:8][CH2:9][CH:10]2[CH2:15][CH2:14][N:13](C(OC(C)(C)C)=O)[CH2:12][CH2:11]2)=[CH:4][N:3]=1.Cl.O1CCOCC1. Given the product [ClH:1].[Cl:1][C:2]1[N:7]=[CH:6][C:5]([O:8][CH2:9][CH:10]2[CH2:15][CH2:14][NH:13][CH2:12][CH2:11]2)=[CH:4][N:3]=1, predict the reactants needed to synthesize it. (2) Given the product [Si:21]([O:28][CH2:29][C@H:30]1[CH2:35][N:34]([C:36]2[CH:37]=[N:38][C:39]([NH:15][C:12]3[N:13]=[CH:14][C:9]4[C:8]5[CH:16]=[CH:17][N:18]=[C:19]([F:20])[C:7]=5[N:6]([CH:1]5[CH2:2][CH2:3][CH2:4][CH2:5]5)[C:10]=4[N:11]=3)=[CH:40][CH:41]=2)[CH2:33][CH2:32][N:31]1[C:43]([O:45][C:46]([CH3:49])([CH3:48])[CH3:47])=[O:44])([C:24]([CH3:27])([CH3:26])[CH3:25])([CH3:23])[CH3:22], predict the reactants needed to synthesize it. The reactants are: [CH:1]1([N:6]2[C:10]3[N:11]=[C:12]([NH2:15])[N:13]=[CH:14][C:9]=3[C:8]3[CH:16]=[CH:17][N:18]=[C:19]([F:20])[C:7]2=3)[CH2:5][CH2:4][CH2:3][CH2:2]1.[Si:21]([O:28][CH2:29][C@H:30]1[CH2:35][N:34]([C:36]2[CH:37]=[N:38][C:39](Cl)=[CH:40][CH:41]=2)[CH2:33][CH2:32][N:31]1[C:43]([O:45][C:46]([CH3:49])([CH3:48])[CH3:47])=[O:44])([C:24]([CH3:27])([CH3:26])[CH3:25])([CH3:23])[CH3:22].C1(P(C2C=CC=CC=2)C2C3OC4C(=CC=CC=4P(C4C=CC=CC=4)C4C=CC=CC=4)C(C)(C)C=3C=CC=2)C=CC=CC=1.CC(C)([O-])C.[Na+]. (3) Given the product [C:10]([N:6]([C:4](=[O:5])[CH2:3][C:1]#[N:2])[NH2:7])(=[O:9])[CH3:12], predict the reactants needed to synthesize it. The reactants are: [C:1]([CH2:3][C:4]([NH:6][NH2:7])=[O:5])#[N:2].O(OC(C)=O)[O:9][C:10]([CH3:12])=O. (4) Given the product [CH3:1][C:2]1[CH:3]=[C:4]2[C:5]([NH:12][C:14](=[O:20])[C:15](=[O:16])[NH:13]2)=[CH:6][C:7]=1[C:8]([O:10][CH3:11])=[O:9], predict the reactants needed to synthesize it. The reactants are: [CH3:1][C:2]1[C:7]([C:8]([O:10][CH3:11])=[O:9])=[CH:6][C:5]([NH2:12])=[C:4]([NH2:13])[CH:3]=1.[C:14](OCC)(=[O:20])[C:15](OCC)=[O:16]. (5) The reactants are: [CH3:1][S:2][CH2:3][CH2:4][CH2:5][O:6][C:7]1[C:16]2[C:15]([NH2:17])=[N:14][S:13](=[O:19])(=[O:18])[NH:12][C:11]=2[CH:10]=[CH:9][CH:8]=1.C1C=C(Cl)C=C(C(OO)=[O:28])C=1. Given the product [CH3:1][S:2]([CH2:3][CH2:4][CH2:5][O:6][C:7]1[C:16]2[C:15]([NH2:17])=[N:14][S:13](=[O:18])(=[O:19])[NH:12][C:11]=2[CH:10]=[CH:9][CH:8]=1)=[O:28], predict the reactants needed to synthesize it. (6) Given the product [ClH:2].[F:29][C:23]1[CH:24]=[CH:25][C:26]([F:28])=[CH:27][C:22]=1[C:21]([NH:20][C:16]1[CH:17]=[CH:18][CH:19]=[C:14]([C:10]2[N:11]=[CH:12][S:13][C:9]=2[C:7]2[CH:6]=[CH:5][N:4]=[C:3]([NH:31][C:32]3[CH:42]=[CH:41][C:35]4[NH:36][C:37](=[O:40])[CH2:38][O:39][C:34]=4[CH:33]=3)[N:8]=2)[CH:15]=1)=[O:30], predict the reactants needed to synthesize it. The reactants are: [Cl-].[Cl:2][C:3]1[N:8]=[C:7]([C:9]2[S:13][CH:12]=[N:11][C:10]=2[C:14]2[CH:15]=[C:16]([NH:20][C:21](=[O:30])[C:22]3[CH:27]=[C:26]([F:28])[CH:25]=[CH:24][C:23]=3[F:29])[CH:17]=[CH:18][CH:19]=2)[CH:6]=[CH:5][N:4]=1.[NH2:31][C:32]1[CH:42]=[CH:41][C:35]2[NH:36][C:37](=[O:40])[CH2:38][O:39][C:34]=2[CH:33]=1. (7) Given the product [Cl:17][C:14]1[CH:13]=[CH:12][C:11]([C:9]2[C:8]([O:18][CH2:19][CH:20]3[CH2:21][CH2:22]3)=[CH:7][N:6]=[C:5]([C:3]([OH:4])=[O:2])[N:10]=2)=[CH:16][CH:15]=1, predict the reactants needed to synthesize it. The reactants are: C[O:2][C:3]([C:5]1[N:10]=[C:9]([C:11]2[CH:16]=[CH:15][C:14]([Cl:17])=[CH:13][CH:12]=2)[C:8]([O:18][CH2:19][CH:20]2[CH2:22][CH2:21]2)=[CH:7][N:6]=1)=[O:4].[OH-].[Li+].Cl. (8) Given the product [CH3:47][O:46][C:45]1[CH:40]=[CH:41][C:42]([C:2]2[CH:3]=[CH:4][C:5]3[C:14]4[C:9](=[N:10][CH:11]=[CH:12][CH:13]=4)[NH:8][C:7](=[O:15])[C:6]=3[CH:16]=2)=[CH:43][CH:44]=1, predict the reactants needed to synthesize it. The reactants are: Cl[C:2]1[CH:3]=[CH:4][C:5]2[C:14]3[C:9](=[N:10][CH:11]=[CH:12][CH:13]=3)[NH:8][C:7](=[O:15])[C:6]=2[CH:16]=1.FC1C=CC(B(O)O)=CC=1.C1(P(C2CCCCC2)C2C=CC=CC=2[C:40]2[C:45]([O:46][CH3:47])=[CH:44][CH:43]=[CH:42][C:41]=2OC)CCCCC1.C(=O)([O-])[O-].[K+].[K+].